From a dataset of NCI-60 drug combinations with 297,098 pairs across 59 cell lines. Regression. Given two drug SMILES strings and cell line genomic features, predict the synergy score measuring deviation from expected non-interaction effect. (1) Drug 1: C1C(C(OC1N2C=NC3=C(N=C(N=C32)Cl)N)CO)O. Drug 2: CCN(CC)CCCC(C)NC1=C2C=C(C=CC2=NC3=C1C=CC(=C3)Cl)OC. Cell line: PC-3. Synergy scores: CSS=18.7, Synergy_ZIP=-5.06, Synergy_Bliss=-2.63, Synergy_Loewe=-6.63, Synergy_HSA=-0.431. (2) Drug 1: C1=NC2=C(N=C(N=C2N1C3C(C(C(O3)CO)O)O)F)N. Cell line: MCF7. Drug 2: CC1=C(C(=O)C2=C(C1=O)N3CC4C(C3(C2COC(=O)N)OC)N4)N. Synergy scores: CSS=18.6, Synergy_ZIP=-4.25, Synergy_Bliss=-0.805, Synergy_Loewe=-12.2, Synergy_HSA=1.70. (3) Drug 1: CC1=C(C(CCC1)(C)C)C=CC(=CC=CC(=CC(=O)O)C)C. Drug 2: COC1=C2C(=CC3=C1OC=C3)C=CC(=O)O2. Cell line: NCIH23. Synergy scores: CSS=0.822, Synergy_ZIP=-2.10, Synergy_Bliss=-4.29, Synergy_Loewe=-1.97, Synergy_HSA=-3.49. (4) Drug 1: CCCS(=O)(=O)NC1=C(C(=C(C=C1)F)C(=O)C2=CNC3=C2C=C(C=N3)C4=CC=C(C=C4)Cl)F. Drug 2: CC12CCC3C(C1CCC2O)C(CC4=C3C=CC(=C4)O)CCCCCCCCCS(=O)CCCC(C(F)(F)F)(F)F. Cell line: MOLT-4. Synergy scores: CSS=8.48, Synergy_ZIP=2.19, Synergy_Bliss=9.30, Synergy_Loewe=3.80, Synergy_HSA=5.11. (5) Drug 1: C1CCC(CC1)NC(=O)N(CCCl)N=O. Drug 2: B(C(CC(C)C)NC(=O)C(CC1=CC=CC=C1)NC(=O)C2=NC=CN=C2)(O)O. Cell line: SR. Synergy scores: CSS=58.5, Synergy_ZIP=1.28, Synergy_Bliss=-0.297, Synergy_Loewe=-0.671, Synergy_HSA=3.40. (6) Drug 1: C(CC(=O)O)C(=O)CN.Cl. Drug 2: C1=NNC2=C1C(=O)NC=N2. Cell line: HCC-2998. Synergy scores: CSS=15.6, Synergy_ZIP=-1.70, Synergy_Bliss=3.08, Synergy_Loewe=2.51, Synergy_HSA=4.24.